This data is from Experimentally validated miRNA-target interactions with 360,000+ pairs, plus equal number of negative samples. The task is: Binary Classification. Given a miRNA mature sequence and a target amino acid sequence, predict their likelihood of interaction. (1) The miRNA is cel-miR-84-5p with sequence UGAGGUAGUAUGUAAUAUUGUAGA. The protein sequence of the target gene is MSSGYSSLEEDAEDFFFTARTSFFRRAPQGKPRSGQQDVEKEKETHSYLSKEEIKEKVHKYNLAVTDKLKMTLNSNGIYTGFIKVQMELCKPPQTSPNSGKLSPSSNGCMNTLHISSTNTVGEVIEALLKKFLVTESPAKFALYKRCHREDQVYACKLSDREHPLYLRLVAGPRTDTLSFVLREHEIGEWEAFSLPELQNFLRILDKEEDEQLQNLKRRYTAYRQKLEEALREVWKPD. Result: 0 (no interaction). (2) The protein sequence of the target gene is MSFSRALLWARLPAGRQAGHRAAICSALRPHFGPFPGVLGQVSVLATASSSASGGSKIPNTSLFVPLTVKPQGPSADGDVGAELTRPLDKNEVKKVLDKFYKRKEIQKLGADYGLDARLFHQAFISFRNYIMQSHSLDVDIHIVLNDICFGAAHADDLFPFFLRHAKQIFPVLDCKDDLRKISDLRIPPNWYPDARAMQRKIIFHSGPTNSGKTYHAIQKYFSAKSGVYCGPLKLLAHEIFEKSNAAGVPCDLVTGEERVTVQPNGKQASHVSCTVEMCSVTTPYEVAVIDEIQMIRDPA.... The miRNA is hsa-miR-5588-3p with sequence AAGUCCCACUAAUGCCAGC. Result: 0 (no interaction). (3) The miRNA is hsa-miR-34a-5p with sequence UGGCAGUGUCUUAGCUGGUUGU. The protein sequence of the target gene is MTPPERLFLPRVCGTTLHLLLLGLLLVLLPGAQGLPGVGLTPSAAQTARQHPKMHLAHSTLKPAAHLIGDPSKQNSLLWRANTDRAFLQDGFSLSNNSLLVPTSGIYFVYSQVVFSGKAYSPKATSSPLYLAHEVQLFSSQYPFHVPLLSSQKMVYPGLQEPWLHSMYHGAAFQLTQGDQLSTHTDGIPHLVLSPSTVFFGAFAL. Result: 1 (interaction). (4) The miRNA is mmu-miR-701-5p with sequence UUAGCCGCUGAAAUAGAUGGA. The protein sequence of the target gene is MKAADEPAYLTVGTDVSAKYRGAFCEAKIKTVKRLVKVKVLLKQDNTTQLVQDDQVKGPLRVGAIVETRTSDGSIQEAIISKLTDASWYTVVFDDGDERTLRRTSLCLKGERHFAESETLDQLPLTNPEHFGTPVIAKKTNRGRRSSLPITEDEKEEESSEEEDEDKRRLNDELLGKVVSVASTAESTGWYPALVVSPSCNDDVTVKKDQCLVRSFIDSKFYSIARKDIKELDILTLPESELCARPGLRRASVFLKGRIVPDNWKMDISEILESSSSDDEECPAEEHEEEKEKEAKKEEE.... Result: 0 (no interaction). (5) The miRNA is hsa-miR-6086 with sequence GGAGGUUGGGAAGGGCAGAG. The protein sequence of the target gene is MGRNKKKKKRDGDDRRPRLVLNFDEEKRREYLTGFHKRKVERKKAAIEEIKQRLKQEQKKLREERHQEYLKMLAEREEALEEADELERLVTAKTESVQYDHPNHTVTVTTISDLDLSGARLLGLPLPEQGDQDGSQEEEMSSLEKPTKALPRKSKDPLLSQRISSLTATLHAHSRKKVKRKHPRRAQDSTKKPPSATRTSKTQRRRRMTGKARHNGE. Result: 0 (no interaction). (6) Result: 0 (no interaction). The miRNA is mmu-miR-3102-5p with sequence GUGAGUGGCCAGGGUGGGGCUG. The protein sequence of the target gene is MTILFLTMVISYFGCMKAAPMKEANVHGQGNLAYPAVRTHGTLESVNGPRAGSRGLTTTSLADTFEHVIEELLDEDQKVRPNEENHKDADLYTSRVMLSSQVPLEPPLLFLLEEYKNYLDAANMSMRVRRHSDPARRGELSVCDSISEWVTAADKKTAVDMSGGTVTVLEKVPVSKGQLKQYFYETKCNPMGYTKEGCRGIDKRHWNSQCRTTQSYVRALTMDSKKRIGWRFIRIDTSCVCTLTIKRGR. (7) The miRNA is hsa-miR-34b-5p with sequence UAGGCAGUGUCAUUAGCUGAUUG. The protein sequence of the target gene is MSEASSEDLVPPLEAGAAPYREEEEAAKKKKEKKKKSKGLANVFCVFTKGKKKKGQPSSAEPEDAAGSRQGLDGPPPTVEELKAALERGQLEAARPLLALERELAAAAAAGGVSEEELVRRQSKVEALYELLRDQVLGVLRRPLEAPPERLRQALAVVAEQEREDRQAAAAGPGTSGLAATRPRRWLQLWRRGVAEAAEERMGQRPAAGAEVPESVFLHLGRTMKEDLEAVVERLKPLFPAEFGVVAAYAESYHQHFAAHLAAVAQFELCERDTYMLLLWVQNLYPNDIINSPKLVGELQ.... Result: 1 (interaction). (8) The miRNA is hsa-miR-4725-5p with sequence AGACCCUGCAGCCUUCCCACC. Result: 0 (no interaction). The protein sequence of the target gene is MGCTVSAEDKAAAERSKMIDKNLREDGEKAAREVKLLLLGAGESGKSTIVKQMKIIHEDGYSEEECRQYRAVVYSNTIQSIMAIVKAMGNLQIDFADPQRADDARQLFALSCAAEEQGMLPEDLSGVIRRLWADHGVQACFGRSREYQLNDSAAYYLNDLERIAQSDYIPTQQDVLRTRVKTTGIVETHFTFKDLHFKMFDVGGQRSERKKWIHCFEGVTAIIFCVALSAYDLVLAEDEEMNRMHESMKLFDSICNNKWFTDTSIILFLNKKDLFEEKITQSSLTICFPEYTGANKYDEA.... (9) The miRNA is hsa-miR-937-3p with sequence AUCCGCGCUCUGACUCUCUGCC. The protein sequence of the target gene is MAQAVWSRLGRILWLACLLPWAPAGVAAGLYELNLTTDSPATTGAVVTISASLVAKDNGSLALPADAHLYRFHWIHTPLVLTGKMEKGLSSTIRVVGHVPGEFPVSVWVTAADCWMCQPVARGFVVLPITEFLVGDLVVTQNTSLPWPSSYLTKTVLKVSFLLHDPSNFLKTALFLYSWDFGDGTQMVTEDSVVYYNYSIIGTFTVKLKVVAEWEEVEPDATRAVKQKTGDFSASLKLQETLRGIQVLGPTLIQTFQKMTVTLNFLGSPPLTVCWRLKPECLPLEEGECHPVSVASTAYN.... Result: 0 (no interaction). (10) The miRNA is hsa-miR-7162-5p with sequence UGCUUCCUUUCUCAGCUG. The protein sequence of the target gene is MEDTQAIDWDVEEEEETEQSSESLRCNVEPVGRLHIFSGAHGPEKDFPLHLGKNVVGRMPDCSVALPFPSISKQHAEIEILAWDKAPILRDCGSLNGTQILRPPKVLSPGVSHRLRDQELILFADLLCQYHRLDVSLPFVSRGPLTVEETPRVQGETQPQRLLLAEDSEEEVDFLSERRMVKKSRTTSSSVIVPESDEEGHSPVLGGLGPPFAFNLNSDTDVEEGQQPATEEASSAARRGATVEAKQSEAEVVTEIQLEKDQPLVKERDNDTKVKRGAGNGVVPAGVILERSQPPGEDSD.... Result: 1 (interaction).